Dataset: Ames mutagenicity test results for genotoxicity prediction. Task: Regression/Classification. Given a drug SMILES string, predict its toxicity properties. Task type varies by dataset: regression for continuous values (e.g., LD50, hERG inhibition percentage) or binary classification for toxic/non-toxic outcomes (e.g., AMES mutagenicity, cardiotoxicity, hepatotoxicity). Dataset: ames. (1) The drug is COC(=O)c1ccccc1. The result is 0 (non-mutagenic). (2) The molecule is Fc1ccc2ncccc2c1. The result is 1 (mutagenic). (3) The drug is O=C1CCc2c1cc(C(F)(F)F)c1c2ccc2ccccc21. The result is 1 (mutagenic). (4) The compound is O=C=NC1CCCCC1. The result is 0 (non-mutagenic). (5) The compound is O=C1C=CC(=C(Cl)Cl)O1. The result is 1 (mutagenic).